This data is from NCI-60 drug combinations with 297,098 pairs across 59 cell lines. The task is: Regression. Given two drug SMILES strings and cell line genomic features, predict the synergy score measuring deviation from expected non-interaction effect. Drug 1: CNC(=O)C1=NC=CC(=C1)OC2=CC=C(C=C2)NC(=O)NC3=CC(=C(C=C3)Cl)C(F)(F)F. Cell line: MDA-MB-231. Drug 2: C1C(C(OC1N2C=NC3=C2NC=NCC3O)CO)O. Synergy scores: CSS=4.94, Synergy_ZIP=0.130, Synergy_Bliss=3.99, Synergy_Loewe=2.92, Synergy_HSA=2.65.